Dataset: Peptide-MHC class I binding affinity with 185,985 pairs from IEDB/IMGT. Task: Regression. Given a peptide amino acid sequence and an MHC pseudo amino acid sequence, predict their binding affinity value. This is MHC class I binding data. The peptide sequence is AFVRFSTDK. The MHC is HLA-A68:02 with pseudo-sequence HLA-A68:02. The binding affinity (normalized) is 0.